This data is from Forward reaction prediction with 1.9M reactions from USPTO patents (1976-2016). The task is: Predict the product of the given reaction. (1) Given the reactants [Cl:1][C:2]1[C:7]([O:8][CH3:9])=[CH:6][C:5]([O:10][CH3:11])=[C:4]([Cl:12])[C:3]=1[C:13]#[C:14][C:15]1[CH:16]=[N:17][C:18]([NH:21][C:22]2[CH:27]=[CH:26][C:25]([N:28]3[CH2:33][CH2:32][CH:31]([N:34]4[CH2:39][CH2:38][N:37]([CH3:40])[CH2:36][CH2:35]4)[CH2:30][CH2:29]3)=[C:24]([O:41][CH3:42])[CH:23]=2)=[N:19][CH:20]=1.[ClH:43].C(OCC)(=O)C, predict the reaction product. The product is: [ClH:1].[ClH:43].[ClH:1].[Cl:12][C:4]1[C:5]([O:10][CH3:11])=[CH:6][C:7]([O:8][CH3:9])=[C:2]([Cl:1])[C:3]=1[C:13]#[C:14][C:15]1[CH:16]=[N:17][C:18]([NH:21][C:22]2[CH:27]=[CH:26][C:25]([N:28]3[CH2:29][CH2:30][CH:31]([N:34]4[CH2:39][CH2:38][N:37]([CH3:40])[CH2:36][CH2:35]4)[CH2:32][CH2:33]3)=[C:24]([O:41][CH3:42])[CH:23]=2)=[N:19][CH:20]=1. (2) Given the reactants [N:1]([CH2:4][C@@H:5]1[C@H:9]2[O:10][C:11]([CH3:14])([CH3:13])[O:12][C@H:8]2[C@H:7]([N:15]2[C:19]3[N:20]=[CH:21][N:22]=[C:23]([NH:24][CH:25]4[CH2:27][CH2:26]4)[C:18]=3[CH:17]=[CH:16]2)[CH2:6]1)=[N+]=[N-].CP(C)C.O, predict the reaction product. The product is: [NH2:1][CH2:4][C@@H:5]1[C@H:9]2[O:10][C:11]([CH3:13])([CH3:14])[O:12][C@H:8]2[C@H:7]([N:15]2[C:19]3[N:20]=[CH:21][N:22]=[C:23]([NH:24][CH:25]4[CH2:27][CH2:26]4)[C:18]=3[CH:17]=[CH:16]2)[CH2:6]1. (3) Given the reactants [NH2:1][C:2]1[C:10]2[CH2:9][CH2:8][N:7]([C:11]3[CH:16]=[CH:15][C:14]([CH3:17])=[CH:13][CH:12]=3)[C:6](=[O:18])[C:5]=2[NH:4][N:3]=1.[C:19](=[O:22])([O-])[O-].[K+].[K+].[CH3:25][C:26]1[CH:43]=[C:42]([CH3:44])[CH:41]=[C:40]([CH3:45])[C:27]=1[CH2:28][N:29]1[CH2:34][CH2:33][N:32]([C:35](=O)[CH2:36]CCl)[CH2:31][CH2:30]1, predict the reaction product. The product is: [NH2:1][C:2]1[C:10]2[CH2:9][CH2:8][N:7]([C:11]3[CH:16]=[CH:15][C:14]([CH3:17])=[CH:13][CH:12]=3)[C:6](=[O:18])[C:5]=2[N:4]([C:19](=[O:22])[CH2:36][CH2:35][N:32]2[CH2:33][CH2:34][N:29]([CH2:28][C:27]3[C:40]([CH3:45])=[CH:41][C:42]([CH3:44])=[CH:43][C:26]=3[CH3:25])[CH2:30][CH2:31]2)[N:3]=1. (4) Given the reactants [CH:1]([C:3]1[CH:10]=[CH:9][C:6]([C:7]#[N:8])=[CH:5][C:4]=1[OH:11])=O.[Cl:12][C:13]1[CH:14]=[C:15]([CH:17]=[CH:18][C:19]=1[F:20])[NH2:16].[Si]([C:25]#[N:26])(C)(C)C.[Si](OS(C(F)(F)F)(=O)=O)(C)(C)C, predict the reaction product. The product is: [NH2:26][C:25]1[O:11][C:4]2[CH:5]=[C:6]([C:7]#[N:8])[CH:9]=[CH:10][C:3]=2[C:1]=1[NH:16][C:15]1[CH:17]=[CH:18][C:19]([F:20])=[C:13]([Cl:12])[CH:14]=1.